This data is from Catalyst prediction with 721,799 reactions and 888 catalyst types from USPTO. The task is: Predict which catalyst facilitates the given reaction. (1) Reactant: [Br:1][C:2]1[C:3](=[O:19])[NH:4][C:5](C)=[CH:6][C:7]=1[O:8][CH2:9][C:10]1[CH:15]=[CH:14][C:13](F)=[CH:12][C:11]=1F.Br[CH2:21][C:22]1[CH:27]=[CH:26][C:25]([C:28]#[N:29])=[CH:24][CH:23]=1.C([O-])([O-])=O.[K+].[K+]. Product: [CH2:9]([O:8][C:7]1[CH:6]=[CH:5][N:4]([CH2:21][C:22]2[CH:27]=[CH:26][C:25]([C:28]#[N:29])=[CH:24][CH:23]=2)[C:3](=[O:19])[C:2]=1[Br:1])[C:10]1[CH:11]=[CH:12][CH:13]=[CH:14][CH:15]=1. The catalyst class is: 9. (2) Reactant: [CH3:1][O:2][C:3](=[O:10])[CH:4]=[CH:5][C:6]([CH3:9])([CH3:8])[CH3:7]. Product: [CH3:1][O:2][C:3](=[O:10])[CH2:4][CH2:5][C:6]([CH3:9])([CH3:8])[CH3:7]. The catalyst class is: 381.